This data is from Peptide-MHC class II binding affinity with 134,281 pairs from IEDB. The task is: Regression. Given a peptide amino acid sequence and an MHC pseudo amino acid sequence, predict their binding affinity value. This is MHC class II binding data. (1) The peptide sequence is EGVHGGTWVSATLEQ. The MHC is DRB1_1101 with pseudo-sequence DRB1_1101. The binding affinity (normalized) is 0.188. (2) The peptide sequence is SCKSCWQKFDSLVRC. The binding affinity (normalized) is 0.407. The MHC is H-2-IEd with pseudo-sequence H-2-IEd. (3) The peptide sequence is GITIKKTGQALVVGI. The MHC is DRB3_0101 with pseudo-sequence DRB3_0101. The binding affinity (normalized) is 0.106. (4) The peptide sequence is ILPNTLVLDFCDDAL. The binding affinity (normalized) is 0.450. The MHC is HLA-DQA10401-DQB10402 with pseudo-sequence HLA-DQA10401-DQB10402. (5) The peptide sequence is AVPWYAVAFNAIVAA. The MHC is HLA-DPA10301-DPB10402 with pseudo-sequence HLA-DPA10301-DPB10402. The binding affinity (normalized) is 0.632.